This data is from NCI-60 drug combinations with 297,098 pairs across 59 cell lines. The task is: Regression. Given two drug SMILES strings and cell line genomic features, predict the synergy score measuring deviation from expected non-interaction effect. Drug 1: C1=NC2=C(N1)C(=S)N=C(N2)N. Drug 2: CC1C(C(CC(O1)OC2CC(CC3=C2C(=C4C(=C3O)C(=O)C5=C(C4=O)C(=CC=C5)OC)O)(C(=O)CO)O)N)O.Cl. Cell line: T-47D. Synergy scores: CSS=54.4, Synergy_ZIP=-2.74, Synergy_Bliss=1.36, Synergy_Loewe=5.12, Synergy_HSA=6.79.